Dataset: Reaction yield outcomes from USPTO patents with 853,638 reactions. Task: Predict the reaction yield, written as a fraction of the theoretical maximum amount of product (1.0 means a 100% yield; for example, 0.34 means a 34% yield). (1) The yield is 0.520. No catalyst specified. The product is [F:26][C:22]1([F:25])[CH2:21][CH2:20][CH:19]([CH2:18][C:10]2[N:6]3[C:7]([CH3:9])=[CH:8][C:3]([C:1]#[N:2])=[CH:4][C:5]3=[N:12][C:11]=2[C:36]([OH:35])([CH3:32])[CH3:27])[CH2:24][CH2:23]1. The reactants are [C:1]([C:3]1[CH:8]=[C:7]([CH3:9])[N:6]2[C:10]([CH2:18][CH:19]3[CH2:24][CH2:23][C:22]([F:26])([F:25])[CH2:21][CH2:20]3)=[C:11](C(OCC)=O)[N:12]=[C:5]2[CH:4]=1)#[N:2].[CH3:27][Mg]Br.[Cl-].[NH4+].[CH2:32]1[CH2:36][O:35]CC1. (2) The reactants are [CH2:1]([O:3][C:4]([C:6]1[C:10]([CH3:11])=[CH:9][NH:8][C:7]=1[CH2:12][CH2:13][C:14](=O)[NH:15][CH2:16][CH2:17][NH:18][C:19](=O)[CH3:20])=[O:5])[CH3:2].B. The catalyst is O1CCCC1. The product is [CH2:1]([O:3][C:4]([C:6]1[C:10]([CH3:11])=[CH:9][NH:8][C:7]=1[CH2:12][CH2:13][CH2:14][NH:15][CH2:16][CH2:17][NH:18][CH2:19][CH3:20])=[O:5])[CH3:2]. The yield is 0.310. (3) The reactants are [Cl:1][C:2]1[C:3]([O:12][C:13]2[CH:18]=[C:17]([O:19][CH2:20][CH2:21][O:22][CH3:23])[CH:16]=[CH:15][C:14]=2/[CH:24]=[CH:25]/[C:26](O)=[O:27])=[N:4][CH:5]=[C:6]([C:8]([F:11])([F:10])[F:9])[CH:7]=1.Cl.C(N=C=NCCCN(C)C)C.[F:41][C:42]([F:54])([F:53])[C:43]1[CH:48]=[CH:47][C:46]([S:49]([NH2:52])(=[O:51])=[O:50])=[CH:45][CH:44]=1.Cl. The catalyst is C(#N)C.CN(C)C1C=CN=CC=1.C(OCC)(=O)C. The product is [Cl:1][C:2]1[C:3]([O:12][C:13]2[CH:18]=[C:17]([O:19][CH2:20][CH2:21][O:22][CH3:23])[CH:16]=[CH:15][C:14]=2/[CH:24]=[CH:25]/[C:26]([NH:52][S:49]([C:46]2[CH:45]=[CH:44][C:43]([C:42]([F:41])([F:54])[F:53])=[CH:48][CH:47]=2)(=[O:50])=[O:51])=[O:27])=[N:4][CH:5]=[C:6]([C:8]([F:11])([F:9])[F:10])[CH:7]=1. The yield is 0.640. (4) The reactants are [NH2:1][C:2]1[CH2:6][S:5][C:4](=[O:7])[N:3]=1.CC(C)([O-])C.[K+].[CH:14]([C:16]1[CH:34]=[CH:33][C:19]([O:20][C:21]2[C:30]3[C:25](=[CH:26][CH:27]=[CH:28][CH:29]=3)[C:24]([C:31]#[N:32])=[CH:23][CH:22]=2)=[C:18]([O:35][CH3:36])[CH:17]=1)=O.[Cl-].[NH4+]. The catalyst is CN(C)C=O. The product is [NH2:1][C:2]1=[N:3][C:4](=[O:7])[S:5]/[C:6]/1=[CH:14]\[C:16]1[CH:34]=[CH:33][C:19]([O:20][C:21]2[C:30]3[C:25](=[CH:26][CH:27]=[CH:28][CH:29]=3)[C:24]([C:31]#[N:32])=[CH:23][CH:22]=2)=[C:18]([O:35][CH3:36])[CH:17]=1. The yield is 0.270. (5) The reactants are [Li+].[CH3:2]C([N-]C(C)C)C.[O:9]1[C:13]2([CH2:18][CH2:17][CH:16]([CH:19]3[CH2:24][CH2:23][C:22](=[O:25])[CH2:21][CH2:20]3)[CH2:15][CH2:14]2)[O:12][CH2:11][CH2:10]1.IC. The catalyst is C1COCC1.CCCCCCC.C(C1C=CC=CC=1)C.C1COCC1. The product is [CH3:2][CH:23]1[CH2:24][CH:19]([CH:16]2[CH2:15][CH2:14][C:13]3([O:12][CH2:11][CH2:10][O:9]3)[CH2:18][CH2:17]2)[CH2:20][CH2:21][C:22]1=[O:25]. The yield is 0.580.